Dataset: Full USPTO retrosynthesis dataset with 1.9M reactions from patents (1976-2016). Task: Predict the reactants needed to synthesize the given product. (1) Given the product [C:34]([OH:33])(=[O:36])/[CH:35]=[CH:11]/[C:13]([OH:14])=[O:39].[F:1][C:2]1[CH:7]=[CH:6][CH:5]=[CH:4][C:3]=1[C:8]1[N:9]([S:15]([C:18]2[CH:23]=[CH:22][CH:21]=[CH:20][CH:19]=2)(=[O:17])=[O:16])[CH:10]=[C:11]([CH2:13][NH:45][CH3:44])[N:12]=1, predict the reactants needed to synthesize it. The reactants are: [F:1][C:2]1[CH:7]=[CH:6][CH:5]=[CH:4][C:3]=1[C:8]1[N:9]([S:15]([C:18]2[CH:23]=[CH:22][CH:21]=[CH:20][CH:19]=2)(=[O:17])=[O:16])[CH:10]=[C:11]([CH:13]=[O:14])[N:12]=1.[C:34]([O:33][BH-]([O:33][C:34](=[O:36])[CH3:35])[O:33][C:34](=[O:36])[CH3:35])(=[O:36])[CH3:35].[Na+].C(=O)([O-])[OH:39].[Na+].Cl.[CH3:44][NH2:45]. (2) Given the product [CH3:1][O:2][C:3]1[CH:4]=[C:5]([C:6](=[O:24])[CH2:13][CH2:14][CH2:15][CH2:16][CH2:17][CH3:18])[CH:8]=[C:9]([O:11][CH3:12])[CH:10]=1, predict the reactants needed to synthesize it. The reactants are: [CH3:1][O:2][C:3]1[CH:4]=[C:5]([CH:8]=[C:9]([O:11][CH3:12])[CH:10]=1)[C:6]#N.[CH2:13]([Mg]Br)[CH2:14][CH2:15][CH2:16][CH2:17][CH3:18].C1C[O:24]CC1.